Dataset: Full USPTO retrosynthesis dataset with 1.9M reactions from patents (1976-2016). Task: Predict the reactants needed to synthesize the given product. (1) Given the product [NH2:23][C:19]1([C:16]2[CH:15]=[CH:14][C:13]([C:11]3[O:12][C:3]4[C:2]([Br:1])=[CH:7][NH:6][C:5](=[O:8])[C:4]=4[C:10]=3[C:31]3[CH:36]=[CH:35][CH:34]=[CH:33][CH:32]=3)=[CH:18][CH:17]=2)[CH2:22][CH2:21][CH2:20]1, predict the reactants needed to synthesize it. The reactants are: [Br:1][C:2]1[C:3]2[O:12][C:11]([C:13]3[CH:18]=[CH:17][C:16]([C:19]4([NH:23]C(=O)OC(C)(C)C)[CH2:22][CH2:21][CH2:20]4)=[CH:15][CH:14]=3)=[C:10]([C:31]3[CH:36]=[CH:35][CH:34]=[CH:33][CH:32]=3)[C:4]=2[C:5]([O:8]C)=[N:6][CH:7]=1.Cl. (2) Given the product [CH2:1]([N:3]1[C:7]([NH2:8])=[CH:6][C:5]([CH2:15][C:16](=[O:22])[N:17]2[CH2:18][CH2:19][CH2:20][CH2:21]2)=[N:4]1)[CH3:2], predict the reactants needed to synthesize it. The reactants are: [CH2:1]([N:3]1[C:7]([NH:8]C(=O)C(F)(F)F)=[CH:6][C:5]([CH2:15][C:16](=[O:22])[N:17]2[CH2:21][CH2:20][CH2:19][CH2:18]2)=[N:4]1)[CH3:2].Cl.